From a dataset of Catalyst prediction with 721,799 reactions and 888 catalyst types from USPTO. Predict which catalyst facilitates the given reaction. (1) Reactant: CC1(C)CCCC(C)(C)N1.C([Li])CCC.[Cl:16][C:17]1[N:18]=[N:19][C:20]([O:24][CH3:25])=[CH:21][C:22]=1[CH3:23].[I:26]I. Product: [Cl:16][C:17]1[N:18]=[N:19][C:20]([O:24][CH3:25])=[C:21]([I:26])[C:22]=1[CH3:23]. The catalyst class is: 1. (2) Reactant: [CH3:1][O:2][C:3](=[O:44])[CH2:4][NH:5][C:6](=[O:43])[CH2:7][NH:8][C:9](=[O:42])[C@H:10]([CH:39]([CH3:41])[CH3:40])[NH:11][C:12](=[O:38])[C@H:13]([CH:35]([CH3:37])[CH3:36])[NH:14][C:15](=[O:34])[C@H:16]([CH2:25][O:26][CH2:27][C:28]1[CH:33]=[CH:32][CH:31]=[CH:30][CH:29]=1)[NH:17]C(OC(C)(C)C)=O.[C:45]([OH:51])([C:47]([F:50])([F:49])[F:48])=[O:46]. Product: [F:48][C:47]([F:50])([F:49])[C:45]([OH:51])=[O:46].[CH3:1][O:2][C:3](=[O:44])[CH2:4][NH:5][C:6](=[O:43])[CH2:7][NH:8][C:9](=[O:42])[C@H:10]([CH:39]([CH3:40])[CH3:41])[NH:11][C:12](=[O:38])[C@H:13]([CH:35]([CH3:37])[CH3:36])[NH:14][C:15](=[O:34])[C@H:16]([CH2:25][O:26][CH2:27][C:28]1[CH:33]=[CH:32][CH:31]=[CH:30][CH:29]=1)[NH2:17]. The catalyst class is: 2. (3) Reactant: [Br-].[CH:2]1([Zn+])[CH2:5][CH2:4][CH2:3]1.Br[C:8]1[CH:17]=[CH:16][C:11]([C:12]([O:14][CH3:15])=[O:13])=[C:10]([CH3:18])[CH:9]=1.C(Cl)Cl. Product: [CH:2]1([C:8]2[CH:17]=[CH:16][C:11]([C:12]([O:14][CH3:15])=[O:13])=[C:10]([CH3:18])[CH:9]=2)[CH2:5][CH2:4][CH2:3]1. The catalyst class is: 140. (4) Reactant: [Cl:1][C:2]1[CH:3]=[C:4]2[C:9](=[CH:10][CH:11]=1)[CH:8]=[C:7]([S:12]([N:15]([CH3:27])[C@H:16]1[CH2:20][CH2:19][N:18]([C@@H:21]([CH3:25])[C:22](O)=[O:23])[C:17]1=[O:26])(=[O:14])=[O:13])[CH:6]=[CH:5]2.Cl.CN(C)CCCN=C=NCC.[CH:40]1[CH:41]=[CH:42]C2N(O)N=[N:46][C:44]=2[CH:45]=1.N1CCCCC1. The catalyst class is: 347. Product: [Cl:1][C:2]1[CH:3]=[C:4]2[C:9](=[CH:10][CH:11]=1)[CH:8]=[C:7]([S:12]([N:15]([CH3:27])[C@H:16]1[CH2:20][CH2:19][N:18]([C@@H:21]([CH3:25])[C:22](=[O:23])[N:46]3[CH2:42][CH2:41][CH2:40][CH2:45][CH2:44]3)[C:17]1=[O:26])(=[O:13])=[O:14])[CH:6]=[CH:5]2. (5) Reactant: C([C:4]1[C:5]([O:23][CH2:24][C:25]([O:27]CC)=O)=[CH:6][C:7]2[CH2:13][CH2:12][N:11]([C:14]([O:16][C:17]([CH3:20])([CH3:19])[CH3:18])=[O:15])[CH2:10][CH:9]([CH3:21])[C:8]=2[CH:22]=1)(=O)C.Cl.[NH2:31]O. Product: [CH3:21][CH:9]1[C:8]2[CH:22]=[C:4]3[NH:31][C:25](=[O:27])[CH2:24][O:23][C:5]3=[CH:6][C:7]=2[CH2:13][CH2:12][N:11]([C:14]([O:16][C:17]([CH3:19])([CH3:18])[CH3:20])=[O:15])[CH2:10]1. The catalyst class is: 14. (6) Reactant: [S:1]1[CH:5]=[CH:4][CH:3]=[C:2]1[C:6](=[O:11])[CH2:7][C:8](=O)[CH3:9].C([O-])(=O)C.[NH4+:16]. Product: [NH2:16][C:8]([CH3:9])=[CH:7][C:6]([C:2]1[S:1][CH:5]=[CH:4][CH:3]=1)=[O:11]. The catalyst class is: 5.